Dataset: Peptide-MHC class II binding affinity with 134,281 pairs from IEDB. Task: Regression. Given a peptide amino acid sequence and an MHC pseudo amino acid sequence, predict their binding affinity value. This is MHC class II binding data. (1) The peptide sequence is ELYYAIYKASPTLAF. The binding affinity (normalized) is 0.856. The MHC is DRB3_0101 with pseudo-sequence DRB3_0101. (2) The peptide sequence is NDAVQALTDLGLIYT. The MHC is DRB1_0101 with pseudo-sequence DRB1_0101. The binding affinity (normalized) is 0.631. (3) The peptide sequence is ILVQAGEAETMTPSG. The MHC is DRB5_0101 with pseudo-sequence DRB5_0101. The binding affinity (normalized) is 0. (4) The peptide sequence is KVSDDITYVATATLP. The MHC is DRB5_0101 with pseudo-sequence DRB5_0101. The binding affinity (normalized) is 0.310. (5) The peptide sequence is TDDNEEPIAPYHFDL. The MHC is HLA-DQA10102-DQB10602 with pseudo-sequence HLA-DQA10102-DQB10602. The binding affinity (normalized) is 0.227. (6) The peptide sequence is FETNVSHNVQGATVA. The MHC is DRB1_0301 with pseudo-sequence DRB1_0301. The binding affinity (normalized) is 0.0856. (7) The binding affinity (normalized) is 0.812. The MHC is DRB1_0401 with pseudo-sequence DRB1_0401. The peptide sequence is KVFNTRRNTLLFLDL.